Task: Regression. Given two drug SMILES strings and cell line genomic features, predict the synergy score measuring deviation from expected non-interaction effect.. Dataset: NCI-60 drug combinations with 297,098 pairs across 59 cell lines (1) Drug 1: CC12CCC3C(C1CCC2=O)CC(=C)C4=CC(=O)C=CC34C. Drug 2: CC(C)(C#N)C1=CC(=CC(=C1)CN2C=NC=N2)C(C)(C)C#N. Cell line: SN12C. Synergy scores: CSS=40.1, Synergy_ZIP=2.84, Synergy_Bliss=0.115, Synergy_Loewe=1.66, Synergy_HSA=1.36. (2) Drug 1: CC(CN1CC(=O)NC(=O)C1)N2CC(=O)NC(=O)C2. Drug 2: COC1=C2C(=CC3=C1OC=C3)C=CC(=O)O2. Cell line: NCI-H322M. Synergy scores: CSS=4.17, Synergy_ZIP=-0.979, Synergy_Bliss=-0.661, Synergy_Loewe=-0.221, Synergy_HSA=-0.134. (3) Drug 1: C1=C(C(=O)NC(=O)N1)N(CCCl)CCCl. Drug 2: C1=CC(=CC=C1CC(C(=O)O)N)N(CCCl)CCCl.Cl. Cell line: SK-MEL-28. Synergy scores: CSS=15.6, Synergy_ZIP=-5.03, Synergy_Bliss=6.95, Synergy_Loewe=1.53, Synergy_HSA=4.18. (4) Drug 1: C1C(C(OC1N2C=C(C(=O)NC2=O)F)CO)O. Drug 2: C1=CN(C=N1)CC(O)(P(=O)(O)O)P(=O)(O)O. Cell line: HS 578T. Synergy scores: CSS=24.6, Synergy_ZIP=-7.19, Synergy_Bliss=-3.80, Synergy_Loewe=-46.1, Synergy_HSA=-4.92. (5) Drug 1: C1=NC2=C(N=C(N=C2N1C3C(C(C(O3)CO)O)F)Cl)N. Drug 2: C1CC(=O)NC(=O)C1N2C(=O)C3=CC=CC=C3C2=O. Cell line: SK-MEL-28. Synergy scores: CSS=13.1, Synergy_ZIP=-1.68, Synergy_Bliss=-0.283, Synergy_Loewe=-14.2, Synergy_HSA=-0.734. (6) Drug 1: C1CC2CC3=C(CC1C24CN(S(=O)(=O)N4)CC(F)(F)F)C=CC(=C3)C=CCN5CCC(CC5)C(F)(F)F. Drug 2: CN1C(=O)N2C=NC(=C2N=N1)C(=O)N. Cell line: NCIH23. Synergy scores: CSS=39.8, Synergy_ZIP=-2.72, Synergy_Bliss=0.977, Synergy_Loewe=-0.720, Synergy_HSA=1.56. (7) Drug 1: C1CCN(CC1)CCOC2=CC=C(C=C2)C(=O)C3=C(SC4=C3C=CC(=C4)O)C5=CC=C(C=C5)O. Drug 2: C(=O)(N)NO. Cell line: 786-0. Synergy scores: CSS=12.7, Synergy_ZIP=0.570, Synergy_Bliss=4.61, Synergy_Loewe=4.51, Synergy_HSA=3.98. (8) Drug 1: CC(C)(C#N)C1=CC(=CC(=C1)CN2C=NC=N2)C(C)(C)C#N. Drug 2: C1=NC2=C(N1)C(=S)N=CN2. Cell line: HCT-15. Synergy scores: CSS=17.2, Synergy_ZIP=-3.05, Synergy_Bliss=4.53, Synergy_Loewe=1.85, Synergy_HSA=3.23.